Task: Predict the product of the given reaction.. Dataset: Forward reaction prediction with 1.9M reactions from USPTO patents (1976-2016) (1) The product is: [Cl:1][C:2]1[C:3]([N:12]2[CH2:13][C@H:14]([CH3:19])[O:15][C@H:16]([CH3:18])[CH2:17]2)=[C:4]([CH:8]=[CH:9][C:10]=1[F:11])[C:5]([O:7][CH3:20])=[O:6]. Given the reactants [Cl:1][C:2]1[C:3]([N:12]2[CH2:17][C@H:16]([CH3:18])[O:15][C@H:14]([CH3:19])[CH2:13]2)=[C:4]([CH:8]=[CH:9][C:10]=1[F:11])[C:5]([OH:7])=[O:6].[CH3:20]O, predict the reaction product. (2) Given the reactants [CH3:1][C:2]1[CH:7]=[CH:6][N:5]=[CH:4][C:3]=1[C:8]1[S:9][CH:10]=[C:11]([C:13]([OH:15])=[O:14])[N:12]=1.[F:16][C:17]1[C:22](O)=[C:21]([F:24])[C:20]([F:25])=[C:19]([F:26])[C:18]=1[F:27].CCN=C=NCCCN(C)C.C(N(CC)CC)C, predict the reaction product. The product is: [CH3:1][C:2]1[CH:7]=[CH:6][N:5]=[CH:4][C:3]=1[C:8]1[S:9][CH:10]=[C:11]([C:13]([O:15][C:22]2[C:21]([F:24])=[C:20]([F:25])[C:19]([F:26])=[C:18]([F:27])[C:17]=2[F:16])=[O:14])[N:12]=1. (3) The product is: [O:16]1[C:21]2[CH:22]=[CH:23][C:24]([CH2:26][NH:1][C:2]3([CH3:15])[CH2:3][CH2:4][N:5]([C:8]([O:10][C:11]([CH3:14])([CH3:13])[CH3:12])=[O:9])[CH2:6][CH2:7]3)=[CH:25][C:20]=2[O:19][CH2:18][CH2:17]1. Given the reactants [NH2:1][C:2]1([CH3:15])[CH2:7][CH2:6][N:5]([C:8]([O:10][C:11]([CH3:14])([CH3:13])[CH3:12])=[O:9])[CH2:4][CH2:3]1.[O:16]1[C:21]2[CH:22]=[CH:23][C:24]([CH:26]=O)=[CH:25][C:20]=2[O:19][CH2:18][CH2:17]1.C(O[BH-](OC(=O)C)OC(=O)C)(=O)C.[Na+].C(=O)([O-])O.[Na+], predict the reaction product. (4) Given the reactants [N:1]([CH:4]1[CH2:7][C:6]([C:10]2[CH:15]=[CH:14][CH:13]=[CH:12][N:11]=2)([C:8]#[N:9])[CH2:5]1)=[N+]=[N-].C1(P(C2C=CC=CC=2)C2C=CC=CC=2)C=CC=CC=1, predict the reaction product. The product is: [NH2:1][CH:4]1[CH2:7][C:6]([C:10]2[CH:15]=[CH:14][CH:13]=[CH:12][N:11]=2)([C:8]#[N:9])[CH2:5]1. (5) Given the reactants CN([CH2:4][CH:5]1[C:10](=[O:11])[CH:9]=[C:8]([C:12]2[CH:17]=[CH:16][N:15]=[CH:14][C:13]=2[N+:18]([O-:20])=[O:19])[CH2:7][C@@H:6]1[CH3:21])C.CI.C([O-])(O)=O.[Na+], predict the reaction product. The product is: [CH3:21][C@@H:6]1[C:5](=[CH2:4])[C:10](=[O:11])[CH:9]=[C:8]([C:12]2[CH:17]=[CH:16][N:15]=[CH:14][C:13]=2[N+:18]([O-:20])=[O:19])[CH2:7]1. (6) The product is: [NH4+:3].[C:18]([CH:17]([NH:21][C:2]1[C:11]([C:12]([O-:14])=[O:13])=[CH:10][C:9]2[C:4](=[CH:5][CH:6]=[C:7]([Cl:15])[CH:8]=2)[N:3]=1)[CH2:16][NH:22][C:2]1[C:11]([C:12]([OH:14])=[O:13])=[CH:10][C:9]2[C:4](=[CH:5][CH:6]=[C:7]([Cl:15])[CH:8]=2)[N:3]=1)([OH:20])=[O:19]. Given the reactants Cl[C:2]1[C:11]([C:12]([OH:14])=[O:13])=[CH:10][C:9]2[C:4](=[CH:5][CH:6]=[C:7]([Cl:15])[CH:8]=2)[N:3]=1.[CH2:16]([NH2:22])[CH:17]([NH2:21])[C:18]([OH:20])=[O:19], predict the reaction product.